Dataset: Peptide-MHC class I binding affinity with 185,985 pairs from IEDB/IMGT. Task: Regression. Given a peptide amino acid sequence and an MHC pseudo amino acid sequence, predict their binding affinity value. This is MHC class I binding data. (1) The peptide sequence is PLILAYFPVFRFL. The MHC is HLA-B35:01 with pseudo-sequence HLA-B35:01. The binding affinity (normalized) is 0. (2) The peptide sequence is LAGAWGDLW. The MHC is Mamu-A2201 with pseudo-sequence Mamu-A2201. The binding affinity (normalized) is 0. (3) The peptide sequence is AVITETIPI. The MHC is HLA-A02:03 with pseudo-sequence HLA-A02:03. The binding affinity (normalized) is 0.652. (4) The peptide sequence is QNSRGDKQR. The MHC is HLA-A31:01 with pseudo-sequence HLA-A31:01. The binding affinity (normalized) is 0.414.